Dataset: Catalyst prediction with 721,799 reactions and 888 catalyst types from USPTO. Task: Predict which catalyst facilitates the given reaction. (1) Reactant: [C:1]1([C:7]2[CH:12]=[C:11]([CH:13]3[CH2:18][C:17](=[O:19])[NH:16][C:15](=[O:20])[CH2:14]3)[CH:10]=[CH:9][C:8]=2[NH:21][C:22]([C:24]2[N:25](COCC[Si](C)(C)C)[CH:26]=[C:27]([C:29]#[N:30])[N:28]=2)=[O:23])[CH2:6][CH2:5][CH2:4][CH2:3][CH:2]=1.C(O)(C(F)(F)F)=O. Product: [C:1]1([C:7]2[CH:12]=[C:11]([CH:13]3[CH2:14][C:15](=[O:20])[NH:16][C:17](=[O:19])[CH2:18]3)[CH:10]=[CH:9][C:8]=2[NH:21][C:22]([C:24]2[NH:25][CH:26]=[C:27]([C:29]#[N:30])[N:28]=2)=[O:23])[CH2:6][CH2:5][CH2:4][CH2:3][CH:2]=1. The catalyst class is: 497. (2) Reactant: C(O[CH:4](OCC)[C:5]1[N:10]=[CH:9][CH:8]=[CH:7][N:6]=1)C.Cl.[NH2:15][OH:16].C([O-])(O)=O.[Na+]. Product: [N:10]1[CH:9]=[CH:8][CH:7]=[N:6][C:5]=1/[CH:4]=[N:15]/[OH:16]. The catalyst class is: 8. (3) Reactant: [Cl:1][C:2]1[CH:7]=[C:6]([CH2:8][C:9]2[CH:14]=[CH:13][CH:12]=[CH:11][CH:10]=2)[CH:5]=[CH:4][C:3]=1[N+:15]([O-])=O. Product: [Cl:1][C:2]1[CH:7]=[C:6]([CH2:8][C:9]2[CH:10]=[CH:11][CH:12]=[CH:13][CH:14]=2)[CH:5]=[CH:4][C:3]=1[NH2:15]. The catalyst class is: 78.